Dataset: Catalyst prediction with 721,799 reactions and 888 catalyst types from USPTO. Task: Predict which catalyst facilitates the given reaction. Reactant: [CH2:1]([O:3][C:4](=[O:25])[CH2:5][CH:6]([C:15]([O:17]CC1C=CC=CC=1)=[O:16])[CH2:7][C:8]([O:10][C:11]([CH3:14])([CH3:13])[CH3:12])=[O:9])[CH3:2]. Product: [CH2:1]([O:3][C:4](=[O:25])[CH2:5][CH:6]([C:15]([OH:17])=[O:16])[CH2:7][C:8]([O:10][C:11]([CH3:13])([CH3:14])[CH3:12])=[O:9])[CH3:2]. The catalyst class is: 29.